This data is from Catalyst prediction with 721,799 reactions and 888 catalyst types from USPTO. The task is: Predict which catalyst facilitates the given reaction. Reactant: [Cl:1][C:2]1[CH:7]=[CH:6][C:5]([CH3:8])=[C:4]([F:9])[CH:3]=1.C([N-]C(C)C)(C)C.[Li+].CN(C)[CH:20]=[O:21].C(O)(=O)C. Product: [Cl:1][C:2]1[C:3]([CH:20]=[O:21])=[C:4]([F:9])[C:5]([CH3:8])=[CH:6][CH:7]=1. The catalyst class is: 30.